This data is from Full USPTO retrosynthesis dataset with 1.9M reactions from patents (1976-2016). The task is: Predict the reactants needed to synthesize the given product. (1) Given the product [Br:14][CH2:12][C:11]([C:3]1[CH:4]=[C:5]([N+:8]([O-:10])=[O:9])[CH:6]=[CH:7][C:2]=1[F:1])=[O:13], predict the reactants needed to synthesize it. The reactants are: [F:1][C:2]1[CH:7]=[CH:6][C:5]([N+:8]([O-:10])=[O:9])=[CH:4][C:3]=1[C:11](=[O:13])[CH3:12].[BrH:14].BrBr.O. (2) Given the product [NH:23]1[CH2:22][CH2:21][CH:20]([N:18]2[CH:19]=[C:15]([C:13]3[CH:14]=[C:9]([C:30]4[S:31][C:32]5[C:38]([C:39]([F:42])([F:41])[F:40])=[CH:37][CH:36]=[CH:35][C:33]=5[N:34]=4)[C:10]([NH2:26])=[N:11][CH:12]=3)[CH:16]=[N:17]2)[CH2:25][CH2:24]1, predict the reactants needed to synthesize it. The reactants are: FC1C=CC2N=C([C:9]3[C:10]([NH2:26])=[N:11][CH:12]=[C:13]([C:15]4[CH:16]=[N:17][N:18]([CH:20]5[CH2:25][CH2:24][NH:23][CH2:22][CH2:21]5)[CH:19]=4)[CH:14]=3)SC=2C=1.Cl[C:30]1[S:31][C:32]2[C:38]([C:39]([F:42])([F:41])[F:40])=[CH:37][CH:36]=[CH:35][C:33]=2[N:34]=1.